This data is from Catalyst prediction with 721,799 reactions and 888 catalyst types from USPTO. The task is: Predict which catalyst facilitates the given reaction. The catalyst class is: 4. Reactant: [CH:1]1[C:10]2[C:5](=[CH:6][CH:7]=[CH:8][CH:9]=2)[CH:4]=[CH:3][C:2]=1[S:11](Cl)(=[O:13])=[O:12].[F:15][C:16]1[CH:21]=[C:20]([F:22])[CH:19]=[CH:18][C:17]=1[N:23]1[CH2:28][CH2:27][NH:26][CH2:25][CH2:24]1.C(N(C(C)C)CC)(C)C. Product: [F:15][C:16]1[CH:21]=[C:20]([F:22])[CH:19]=[CH:18][C:17]=1[N:23]1[CH2:24][CH2:25][N:26]([S:11]([C:2]2[CH:3]=[CH:4][C:5]3[C:10](=[CH:9][CH:8]=[CH:7][CH:6]=3)[CH:1]=2)(=[O:13])=[O:12])[CH2:27][CH2:28]1.